This data is from Catalyst prediction with 721,799 reactions and 888 catalyst types from USPTO. The task is: Predict which catalyst facilitates the given reaction. (1) Reactant: [Cl:1][C:2]1[CH:3]=[C:4]([CH:7]=[C:8]([OH:10])[CH:9]=1)[C:5]#[N:6].[H-].[Na+].[CH2:13]([N:15]([CH2:19][CH3:20])[C:16](Cl)=[S:17])[CH3:14]. Product: [Cl:1][C:2]1[CH:9]=[C:8]([O:10][C:16](=[S:17])[N:15]([CH2:19][CH3:20])[CH2:13][CH3:14])[CH:7]=[C:4]([C:5]#[N:6])[CH:3]=1. The catalyst class is: 179. (2) Reactant: [CH3:1][O:2][C:3]1[CH:24]=[CH:23][C:6]([CH2:7][N:8]2[C:12]3=[N:13][C:14]([C:19]([F:22])([F:21])[F:20])=[CH:15][C:16]([CH2:17]O)=[C:11]3[N:10]=[CH:9]2)=[CH:5][CH:4]=1.O=S(Cl)[Cl:27]. Product: [Cl:27][CH2:17][C:16]1[CH:15]=[C:14]([C:19]([F:22])([F:21])[F:20])[N:13]=[C:12]2[N:8]([CH2:7][C:6]3[CH:23]=[CH:24][C:3]([O:2][CH3:1])=[CH:4][CH:5]=3)[CH:9]=[N:10][C:11]=12. The catalyst class is: 4. (3) Reactant: Cl[C:2]1[N:7]=[C:6]([NH:8][C:9]2[CH:14]=[CH:13][C:12]([OH:15])=[CH:11][C:10]=2[S:16]([N:19]2[CH2:23][CH2:22][CH2:21][CH2:20]2)(=[O:18])=[O:17])[C:5]([Cl:24])=[CH:4][N:3]=1.[CH3:25][N:26]1[CH2:31][CH2:30][N:29]([CH2:32][C:33]2[CH:39]=[CH:38][C:36]([NH2:37])=[CH:35][CH:34]=2)[CH2:28][CH2:27]1. Product: [Cl:24][C:5]1[C:6]([NH:8][C:9]2[CH:14]=[CH:13][C:12]([OH:15])=[CH:11][C:10]=2[S:16]([N:19]2[CH2:23][CH2:22][CH2:21][CH2:20]2)(=[O:18])=[O:17])=[N:7][C:2]([NH:37][C:36]2[CH:35]=[CH:34][C:33]([CH2:32][N:29]3[CH2:28][CH2:27][N:26]([CH3:25])[CH2:31][CH2:30]3)=[CH:39][CH:38]=2)=[N:3][CH:4]=1. The catalyst class is: 61. (4) Reactant: [Cl:1][C:2]1[CH:7]=[CH:6][C:5]([N:8]2[C:16]([CH:17]([CH:21]3[CH2:26][CH2:25][CH2:24][CH2:23][CH2:22]3)[C:18](O)=[O:19])=[C:15]3[C:10]([CH:11]=[C:12]([F:28])[C:13]([F:27])=[CH:14]3)=[N:9]2)=[CH:4][CH:3]=1. Product: [Cl:1][C:2]1[CH:7]=[CH:6][C:5]([N:8]2[C:16]([CH:17]([CH:21]3[CH2:26][CH2:25][CH2:24][CH2:23][CH2:22]3)[CH2:18][OH:19])=[C:15]3[C:10]([CH:11]=[C:12]([F:28])[C:13]([F:27])=[CH:14]3)=[N:9]2)=[CH:4][CH:3]=1. The catalyst class is: 1.